This data is from Catalyst prediction with 721,799 reactions and 888 catalyst types from USPTO. The task is: Predict which catalyst facilitates the given reaction. Reactant: [CH3:1][N:2]1[C:10]2[CH:9]=[CH:8][CH:7]=[C:6]([C:11]([O:13]C)=[O:12])[C:5]=2[C:4]([CH2:15][NH:16][CH:17]2[CH2:23][CH:22]3[N:24]([CH3:25])[CH:19]([CH2:20][CH2:21]3)[CH2:18]2)=[N:3]1.O.[OH-].[Li+:28]. Product: [CH3:1][N:2]1[C:10]2[CH:9]=[CH:8][CH:7]=[C:6]([C:11]([O-:13])=[O:12])[C:5]=2[C:4]([CH2:15][NH:16][CH:17]2[CH2:23][CH:22]3[N:24]([CH3:25])[CH:19]([CH2:20][CH2:21]3)[CH2:18]2)=[N:3]1.[Li+:28]. The catalyst class is: 20.